Dataset: Reaction yield outcomes from USPTO patents with 853,638 reactions. Task: Predict the reaction yield, written as a fraction of the theoretical maximum amount of product (1.0 means a 100% yield; for example, 0.34 means a 34% yield). (1) The reactants are [CH2:1]([O:3][C:4]1[CH:9]=[CH:8][C:7]([C:10]2[O:14][N:13]=[C:12]([C:15]3[CH:20]=[CH:19][C:18]([O:21]C(C)C)=[C:17]([I:25])[CH:16]=3)[N:11]=2)=[CH:6][CH:5]=1)[CH3:2].ClC1C=C(C2ON=C(C3C=CC(OC(C)C)=C(I)C=3)N=2)C=CC=1OCCC. No catalyst specified. The product is [CH2:1]([O:3][C:4]1[CH:9]=[CH:8][C:7]([C:10]2[O:14][N:13]=[C:12]([C:15]3[CH:20]=[CH:19][C:18]([OH:21])=[C:17]([I:25])[CH:16]=3)[N:11]=2)=[CH:6][CH:5]=1)[CH3:2]. The yield is 0.870. (2) The reactants are [Br:1][C:2]1[CH:3]=[CH:4][C:5](C2CCOCC2)=[C:6]([N+:8]([O-])=O)[CH:7]=1.[C:17]([OH:20])(=O)[CH3:18]. The catalyst is [Fe]. The product is [Br:1][C:2]1[CH:3]=[CH:4][C:5]([NH:8][CH:6]2[CH2:18][CH2:17][O:20][CH2:4][CH2:5]2)=[C:6]([CH:7]=1)[NH2:8]. The yield is 0.854. (3) The reactants are [Br:1][C:2]1[C:11]2[C:6](=[CH:7][C:8]([C:12]3[N:13]=[C:14]([C:17]4[CH:22]=[CH:21][CH:20]=[CH:19][CH:18]=4)[S:15][CH:16]=3)=[CH:9][CH:10]=2)[CH:5]=[CH:4][C:3]=1[OH:23].Br[CH2:25][C:26]#[N:27].C(=O)([O-])[O-].[Cs+].[Cs+]. The catalyst is CC(C)=O. The product is [Br:1][C:2]1[C:11]2[C:6](=[CH:7][C:8]([C:12]3[N:13]=[C:14]([C:17]4[CH:22]=[CH:21][CH:20]=[CH:19][CH:18]=4)[S:15][CH:16]=3)=[CH:9][CH:10]=2)[CH:5]=[CH:4][C:3]=1[O:23][CH2:25][C:26]#[N:27]. The yield is 0.990. (4) The reactants are [Br:1][C:2]1[CH:9]=[C:8]([F:10])[C:5]([CH:6]=O)=[C:4]([F:11])[CH:3]=1.C(O[BH-](OC(=O)C)OC(=O)C)(=O)C.[Na+].[CH3:26][NH:27][CH3:28]. No catalyst specified. The product is [Br:1][C:2]1[CH:9]=[C:8]([F:10])[C:5]([CH2:6][N:27]([CH3:28])[CH3:26])=[C:4]([F:11])[CH:3]=1. The yield is 0.790.